Dataset: NCI-60 drug combinations with 297,098 pairs across 59 cell lines. Task: Regression. Given two drug SMILES strings and cell line genomic features, predict the synergy score measuring deviation from expected non-interaction effect. (1) Drug 1: C1=CC(=CC=C1CC(C(=O)O)N)N(CCCl)CCCl.Cl. Drug 2: CN(CC1=CN=C2C(=N1)C(=NC(=N2)N)N)C3=CC=C(C=C3)C(=O)NC(CCC(=O)O)C(=O)O. Cell line: RPMI-8226. Synergy scores: CSS=26.4, Synergy_ZIP=-4.02, Synergy_Bliss=0.622, Synergy_Loewe=-31.1, Synergy_HSA=-3.22. (2) Drug 1: CCCS(=O)(=O)NC1=C(C(=C(C=C1)F)C(=O)C2=CNC3=C2C=C(C=N3)C4=CC=C(C=C4)Cl)F. Drug 2: CC1=C(C(=O)C2=C(C1=O)N3CC4C(C3(C2COC(=O)N)OC)N4)N. Cell line: SN12C. Synergy scores: CSS=25.6, Synergy_ZIP=5.40, Synergy_Bliss=5.76, Synergy_Loewe=-25.5, Synergy_HSA=3.51.